From a dataset of Reaction yield outcomes from USPTO patents with 853,638 reactions. Predict the reaction yield, written as a fraction of the theoretical maximum amount of product (1.0 means a 100% yield; for example, 0.34 means a 34% yield). (1) The reactants are O[CH:2]1[O:6][C:5](=O)[CH:4]=[C:3]1[C:8]1[CH:13]=[CH:12][C:11]([O:14][CH3:15])=[CH:10][CH:9]=1.[CH3:16][NH:17][NH2:18]. The catalyst is C(O)C. The product is [CH3:15][O:14][C:11]1[CH:12]=[CH:13][C:8]([C:3]2[CH:2]=[N:18][N:17]([CH3:16])[C:5](=[O:6])[CH:4]=2)=[CH:9][CH:10]=1. The yield is 0.460. (2) The yield is 1.00. The catalyst is C(Cl)Cl. The product is [Br:1][C:2]1[N:7]=[C:6]2[N:8]([CH2:11][C:12]3[CH:22]=[CH:21][C:15]4[N:16]=[C:17]([S:19]([CH3:20])=[O:31])[S:18][C:14]=4[CH:13]=3)[CH:9]=[N:10][C:5]2=[CH:4][CH:3]=1. The reactants are [Br:1][C:2]1[N:7]=[C:6]2[N:8]([CH2:11][C:12]3[CH:22]=[CH:21][C:15]4[N:16]=[C:17]([S:19][CH3:20])[S:18][C:14]=4[CH:13]=3)[CH:9]=[N:10][C:5]2=[CH:4][CH:3]=1.ClC1C=CC=C(C(OO)=[O:31])C=1.C([O-])(O)=O.[Na+]. (3) The reactants are [OH:1][CH2:2][CH:3]1[O:7][C:6](=[O:8])[N:5]([C:9]2[CH:10]=[CH:11][C:12]3[C:18](=[O:19])[CH2:17][CH2:16][CH2:15][O:14][C:13]=3[CH:20]=2)[CH2:4]1.CCN(CC)CC.C1COCC1.[CH3:33][S:34](Cl)(=[O:36])=[O:35]. The catalyst is CCCCCCC.CCOC(C)=O. The product is [CH3:33][S:34]([O:1][CH2:2][CH:3]1[O:7][C:6](=[O:8])[N:5]([C:9]2[CH:10]=[CH:11][C:12]3[C:18](=[O:19])[CH2:17][CH2:16][CH2:15][O:14][C:13]=3[CH:20]=2)[CH2:4]1)(=[O:36])=[O:35]. The yield is 0.980. (4) The reactants are [C:1]([O:5][C:6]([N:8]1[CH2:12][CH2:11][CH2:10][CH:9]1[C:13]1[N:14]([CH2:20][O:21][CH2:22][CH2:23][Si:24]([CH3:27])([CH3:26])[CH3:25])[C:15]([CH:18]=O)=[CH:16][N:17]=1)=[O:7])([CH3:4])([CH3:3])[CH3:2].[CH3:28]C(C)C(=O)C(P(=O)([O-])[O-])=[N+]=[N-].C(=O)([O-])[O-].[K+].[K+].O. The catalyst is CO.C1COCC1. The product is [C:1]([O:5][C:6]([N:8]1[CH2:12][CH2:11][CH2:10][CH:9]1[C:13]1[N:14]([CH2:20][O:21][CH2:22][CH2:23][Si:24]([CH3:27])([CH3:26])[CH3:25])[C:15]([C:18]#[CH:28])=[CH:16][N:17]=1)=[O:7])([CH3:3])([CH3:2])[CH3:4]. The yield is 0.770. (5) The reactants are [Br:1][C:2]1[C:3]([F:17])=[C:4]([NH:9]C(=O)OC(C)(C)C)[C:5]([F:8])=[CH:6][CH:7]=1.C(O)(C(F)(F)F)=O. The catalyst is C(Cl)Cl. The product is [Br:1][C:2]1[C:3]([F:17])=[C:4]([C:5]([F:8])=[CH:6][CH:7]=1)[NH2:9]. The yield is 0.630. (6) The product is [Cl:12][C:13]1[CH:18]=[C:17]([CH:16]=[C:15]([Cl:21])[C:14]=1[O:22][C:6]1[CH:7]=[CH:8][C:3]([O:2][CH3:1])=[CH:4][CH:5]=1)[CH2:19][OH:20]. The reactants are [CH3:1][O:2][C:3]1[CH:8]=[CH:7][C:6](B(O)O)=[CH:5][CH:4]=1.[Cl:12][C:13]1[CH:18]=[C:17]([CH2:19][OH:20])[CH:16]=[C:15]([Cl:21])[C:14]=1[OH:22].N1C=CC=CC=1.C(N(CC)CC)C. The yield is 0.440. The catalyst is C([O-])(=O)C.[Cu+2].C([O-])(=O)C.ClCCl. (7) The reactants are [F:1][C:2]1[CH:7]=[CH:6][CH:5]=[C:4]([F:8])[C:3]=1[C:9]1[S:10][CH:11]=[C:12]([C:14]([O:16]CC)=[O:15])[N:13]=1.[Li+].[OH-].Cl. The catalyst is C1COCC1.CO. The product is [F:8][C:4]1[CH:5]=[CH:6][CH:7]=[C:2]([F:1])[C:3]=1[C:9]1[S:10][CH:11]=[C:12]([C:14]([OH:16])=[O:15])[N:13]=1. The yield is 0.880.